Task: Predict the reaction yield, written as a fraction of the theoretical maximum amount of product (1.0 means a 100% yield; for example, 0.34 means a 34% yield).. Dataset: Reaction yield outcomes from USPTO patents with 853,638 reactions (1) The reactants are Cl.[CH3:2][O:3][C:4](=[O:8])[C@@H:5]([CH3:7])[NH2:6].C([O-])(=O)C.[K+].[C:14]1(=O)[CH2:19][CH2:18][CH2:17][CH2:16][CH2:15]1.C(O[BH-](OC(=O)C)OC(=O)C)(=O)C.[Na+].C(=O)(O)[O-].[Na+].C(=O)([O-])[O-].[Na+].[Na+]. The catalyst is ClCCl. The product is [CH:14]1([NH:6][C@@H:5]([C:4]([O:3][CH3:2])=[O:8])[CH3:7])[CH2:19][CH2:18][CH2:17][CH2:16][CH2:15]1. The yield is 0.800. (2) The reactants are C[O:2][C:3]1[CH:4]=[C:5]([CH2:9][C:10]#[N:11])[CH:6]=[CH:7][CH:8]=1.B(Br)(Br)Br.O. The catalyst is C(Cl)Cl. The product is [OH:2][C:3]1[CH:4]=[C:5]([CH2:9][C:10]#[N:11])[CH:6]=[CH:7][CH:8]=1. The yield is 0.550.